Dataset: Experimental lipophilicity measurements (octanol/water distribution) for 4,200 compounds from AstraZeneca. Task: Regression/Classification. Given a drug SMILES string, predict its absorption, distribution, metabolism, or excretion properties. Task type varies by dataset: regression for continuous measurements (e.g., permeability, clearance, half-life) or binary classification for categorical outcomes (e.g., BBB penetration, CYP inhibition). For this dataset (lipophilicity_astrazeneca), we predict Y. (1) The drug is Nc1ncnc(Nc2ccccc2)n1. The Y is 1.40 logD. (2) The Y is 3.70 logD. The compound is Cc1c(Oc2ccc(S(C)(=O)=O)cc2F)ncnc1OC1CCN(C(=O)OC(C)C)CC1. (3) The molecule is CNC(=O)C1(N2CCCCC2=O)CCN(CC[C@H](CN(C)C(=O)c2c(OC)c(C#N)cc3ccccc23)c2ccc(Cl)c(Cl)c2)CC1. The Y is 2.78 logD. (4) The molecule is COc1ccc(OC)c(-c2c(F)ccc3c(N)c(C(=O)NC4CC4)nnc23)c1. The Y is 3.47 logD. (5) The drug is CC1CCN(C(=O)c2scc3c2OCCO3)CC1. The Y is 2.26 logD. (6) The drug is CC[C@@H](Nc1c(Nc2cccc(C(=O)N(C)C)c2O)c(=O)c1=O)c1ccccc1. The Y is 2.14 logD. (7) The drug is Cc1cc(Nc2nc(N[C@@H](C)c3ccc(F)cn3)c(C#N)cc2F)n[nH]1. The Y is 3.11 logD.